This data is from Full USPTO retrosynthesis dataset with 1.9M reactions from patents (1976-2016). The task is: Predict the reactants needed to synthesize the given product. (1) Given the product [F:11][C:12]([S:13][C:14]1[CH:20]=[CH:19][C:17]([NH:18][C:2]2[CH:10]=[N:9][CH:8]=[CH:7][C:3]=2[C:4]([OH:6])=[O:5])=[CH:16][CH:15]=1)([F:22])[F:21], predict the reactants needed to synthesize it. The reactants are: F[C:2]1[CH:10]=[N:9][CH:8]=[CH:7][C:3]=1[C:4]([OH:6])=[O:5].[F:11][C:12]([F:22])([F:21])[S:13][C:14]1[CH:20]=[CH:19][C:17]([NH2:18])=[CH:16][CH:15]=1.[Li+].C[Si]([N-][Si](C)(C)C)(C)C.Cl. (2) The reactants are: [CH2:1]([O:3][C:4]1[CH:5]=[C:6]([CH:28]=[C:29]([O:32][CH2:33][CH3:34])[C:30]=1[F:31])[CH2:7][N:8]1[CH2:13][CH2:12][CH:11]([NH:14][C:15]2[O:16][C:17]3[CH:23]=[CH:22][C:21]([O:24][CH2:25][C:26]#[N:27])=[CH:20][C:18]=3[N:19]=2)[CH2:10][CH2:9]1)[CH3:2]. Given the product [NH2:27][CH2:26][CH2:25][O:24][C:21]1[CH:22]=[CH:23][C:17]2[O:16][C:15]([NH:14][CH:11]3[CH2:12][CH2:13][N:8]([CH2:7][C:6]4[CH:28]=[C:29]([O:32][CH2:33][CH3:34])[C:30]([F:31])=[C:4]([O:3][CH2:1][CH3:2])[CH:5]=4)[CH2:9][CH2:10]3)=[N:19][C:18]=2[CH:20]=1, predict the reactants needed to synthesize it. (3) The reactants are: [CH3:1][S:2]([N:5]1[CH2:10][CH2:9][NH:8][CH2:7][CH2:6]1)(=[O:4])=[O:3].[NH2:11][C:12]1[N:17]=[C:16]([CH3:18])[N:15]=[C:14]([C:19]2[N:24]=[C:23]([C:25](=O)[CH3:26])[CH:22]=[N:21][C:20]=2[NH:28][C:29]2[CH:30]=[N:31][C:32]([O:35][CH3:36])=[CH:33][CH:34]=2)[CH:13]=1.C(O[BH-](OC(=O)C)OC(=O)C)(=O)C.[Na+].N. Given the product [CH3:36][O:35][C:32]1[N:31]=[CH:30][C:29]([NH:28][C:20]2[C:19]([C:14]3[N:15]=[C:16]([CH3:18])[N:17]=[C:12]([NH2:11])[CH:13]=3)=[N:24][C:23]([CH:25]([N:8]3[CH2:9][CH2:10][N:5]([S:2]([CH3:1])(=[O:4])=[O:3])[CH2:6][CH2:7]3)[CH3:26])=[CH:22][N:21]=2)=[CH:34][CH:33]=1, predict the reactants needed to synthesize it. (4) The reactants are: C([O:3][C:4](=[O:33])[CH:5]([N:7]1[C:15]2[C:10](=[CH:11][CH:12]=[C:13]([O:16][CH2:17][CH2:18][CH2:19][C:20]#[C:21][C:22]3[CH:27]=[CH:26][C:25]([O:28][C:29]([F:32])([F:31])[F:30])=[CH:24][CH:23]=3)[CH:14]=2)[CH:9]=[CH:8]1)[CH3:6])C.[Li+].[OH-]. Given the product [F:31][C:29]([F:30])([F:32])[O:28][C:25]1[CH:24]=[CH:23][C:22]([C:21]#[C:20][CH2:19][CH2:18][CH2:17][O:16][C:13]2[CH:14]=[C:15]3[C:10]([CH:9]=[CH:8][N:7]3[CH:5]([CH3:6])[C:4]([OH:33])=[O:3])=[CH:11][CH:12]=2)=[CH:27][CH:26]=1, predict the reactants needed to synthesize it. (5) Given the product [F:12][C:8]1[CH:7]=[C:6]2[C:11]([C:3](=[CH:2][NH:32][C:29]3[CH:28]=[C:27]([CH3:26])[O:31][N:30]=3)[C:4](=[O:13])[NH:5]2)=[CH:10][CH:9]=1, predict the reactants needed to synthesize it. The reactants are: O/[CH:2]=[C:3]1\[C:4](=[O:13])[NH:5][C:6]2[C:11]\1=[CH:10][CH:9]=[C:8]([F:12])[CH:7]=2.O/C=C1\C(=O)NC2C\1=CC=CC=2.[CH3:26][C:27]1[O:31][N:30]=[C:29]([NH2:32])[CH:28]=1.NC1C=CNN=1.